Dataset: NCI-60 drug combinations with 297,098 pairs across 59 cell lines. Task: Regression. Given two drug SMILES strings and cell line genomic features, predict the synergy score measuring deviation from expected non-interaction effect. Drug 1: CC12CCC(CC1=CCC3C2CCC4(C3CC=C4C5=CN=CC=C5)C)O. Drug 2: C1=C(C(=O)NC(=O)N1)N(CCCl)CCCl. Cell line: MALME-3M. Synergy scores: CSS=18.4, Synergy_ZIP=-1.35, Synergy_Bliss=-0.583, Synergy_Loewe=-3.90, Synergy_HSA=-0.718.